The task is: Predict the reactants needed to synthesize the given product.. This data is from Full USPTO retrosynthesis dataset with 1.9M reactions from patents (1976-2016). (1) Given the product [CH3:1][O:2][CH2:7][C:6]1[CH:9]=[CH:10][CH:11]=[CH:12][C:5]=1[Br:4], predict the reactants needed to synthesize it. The reactants are: [CH3:1][O-:2].[Na+].[Br:4][C:5]1[CH:12]=[CH:11][CH:10]=[CH:9][C:6]=1[CH2:7]Br.C1(C)C=CC=CC=1.O. (2) Given the product [CH2:1]([CH:5]1[CH2:6][CH:7]([NH:36][C:39](=[O:24])[O:16][C:12]([CH3:15])([CH3:14])[CH3:13])[CH2:8]1)[CH:2]([CH3:3])[CH3:4], predict the reactants needed to synthesize it. The reactants are: [CH2:1]([CH:5]1[CH2:8][CH:7](C(O)=O)[CH2:6]1)[CH:2]([CH3:4])[CH3:3].[C:12]([OH:16])([CH3:15])([CH3:14])[CH3:13].C1(P(N=[N+]=[N-])(C2C=CC=CC=2)=[O:24])C=CC=CC=1.C([N:36]([CH2:39]C)CC)C. (3) Given the product [F:1][C:2]1[CH:11]=[C:10]2[C:5]([C:6](=[O:21])[C:7]([C:16]([OH:18])=[O:17])=[CH:8][N:9]2[C@@H:12]2[CH2:14][C@@H:13]2[F:15])=[CH:4][CH:3]=1, predict the reactants needed to synthesize it. The reactants are: [F:1][C:2]1[CH:11]=[C:10]2[C:5]([C:6](=[O:21])[C:7]([C:16]([O:18]CC)=[O:17])=[CH:8][N:9]2[C@@H:12]2[CH2:14][C@@H:13]2[F:15])=[CH:4][CH:3]=1.Cl. (4) Given the product [CH3:1][O:2][C:3]([C:4]1[CH:5]=[C:6]([C:8]2[S:9][C:10]([Br:13])=[CH:11][CH:12]=2)[N:24]([C:19]2[CH:20]=[CH:21][CH:22]=[CH:23][C:18]=2[Cl:17])[N:25]=1)=[O:15], predict the reactants needed to synthesize it. The reactants are: [CH3:1][O:2][C:3](=[O:15])[C:4](=O)[CH2:5][C:6]([C:8]1[S:9][C:10]([Br:13])=[CH:11][CH:12]=1)=O.Cl.[Cl:17][C:18]1[CH:23]=[CH:22][CH:21]=[CH:20][C:19]=1[NH:24][NH2:25]. (5) Given the product [CH2:18]([O:17][CH2:16][C@@H:15]([NH:25][C:26](=[O:32])[O:27][C:28]([CH3:29])([CH3:30])[CH3:31])[CH2:14][O:13][C:4]1[C:3]([CH3:33])=[C:2]([NH:1][C:43]([NH:58][CH2:57][C:55]2[CH:56]=[C:51]([CH2:50][O:49][CH3:48])[CH:52]=[CH:53][C:54]=2[O:59][C:60]([F:61])([F:62])[F:63])=[O:44])[N:6]([C:7]2[CH:8]=[CH:9][CH:10]=[CH:11][CH:12]=2)[N:5]=1)[C:19]1[CH:20]=[CH:21][CH:22]=[CH:23][CH:24]=1, predict the reactants needed to synthesize it. The reactants are: [NH2:1][C:2]1[N:6]([C:7]2[CH:12]=[CH:11][CH:10]=[CH:9][CH:8]=2)[N:5]=[C:4]([O:13][CH2:14][C@H:15]([NH:25][C:26](=[O:32])[O:27][C:28]([CH3:31])([CH3:30])[CH3:29])[CH2:16][O:17][CH2:18][C:19]2[CH:24]=[CH:23][CH:22]=[CH:21][CH:20]=2)[C:3]=1[CH3:33].C1(C2C=CC([CH2:43][O:44]C)=CC=2CN)CC1.[CH3:48][O:49][CH2:50][C:51]1[CH:52]=[CH:53][C:54]([O:59][C:60]([F:63])([F:62])[F:61])=[C:55]([CH2:57][NH2:58])[CH:56]=1. (6) Given the product [CH:11]1[C:27]2[CH2:26][C@H:25]3[N:28]([CH2:30][CH2:31][C@@:17]45[C@H:24]3[CH:23]=[CH:22][C@H:20]([OH:21])[C@@H:18]4[O:19][C:15]([C:16]=25)=[C:13]([OH:14])[CH:12]=1)[CH3:29], predict the reactants needed to synthesize it. The reactants are: O.O.O.O.O.S(O)(O)(=O)=O.[CH:11]1[C:27]2[CH2:26][C@H:25]3[N:28]([CH2:30][CH2:31][C@@:17]45[C@H:24]3[CH:23]=[CH:22][C@H:20]([OH:21])[C@@H:18]4[O:19][C:15]([C:16]=25)=[C:13]([OH:14])[CH:12]=1)[CH3:29].C(O)[C@H]([C@H]([C@@H]([C@@H](CO)O)O)O)O. (7) Given the product [F:22][C:23]1[CH:28]=[CH:27][CH:26]=[CH:25][C:24]=1[N:29]1[CH2:34][CH2:33][N:32]([CH2:16][CH2:15][CH2:14][C:13]2[N:9]([C:6]3[CH:7]=[CH:8][C:3]([O:2][CH3:1])=[CH:4][CH:5]=3)[N:10]=[C:11]([CH2:18][CH2:19][CH2:20][CH3:21])[CH:12]=2)[CH2:31][CH2:30]1, predict the reactants needed to synthesize it. The reactants are: [CH3:1][O:2][C:3]1[CH:8]=[CH:7][C:6]([N:9]2[C:13]([CH2:14][CH2:15][CH:16]=O)=[CH:12][C:11]([CH2:18][CH2:19][CH2:20][CH3:21])=[N:10]2)=[CH:5][CH:4]=1.[F:22][C:23]1[CH:28]=[CH:27][CH:26]=[CH:25][C:24]=1[N:29]1[CH2:34][CH2:33][NH:32][CH2:31][CH2:30]1.[BH-](OC(C)=O)(OC(C)=O)OC(C)=O.[Na+]. (8) Given the product [CH2:19]([N:3]1[C:2](=[O:1])[C:10]2[CH2:9][CH2:8][CH2:7][CH2:6][C:5]=2[N:4]1[CH2:11][C:12]([O:14][C:15]([CH3:18])([CH3:17])[CH3:16])=[O:13])[CH3:20], predict the reactants needed to synthesize it. The reactants are: [O:1]=[C:2]1[C:10]2[CH2:9][CH2:8][CH2:7][CH2:6][C:5]=2[N:4]([CH2:11][C:12]([O:14][C:15]([CH3:18])([CH3:17])[CH3:16])=[O:13])[NH:3]1.[CH2:19](I)[CH3:20].C([O-])([O-])=O.[K+].[K+].CN(C=O)C.